Dataset: Reaction yield outcomes from USPTO patents with 853,638 reactions. Task: Predict the reaction yield, written as a fraction of the theoretical maximum amount of product (1.0 means a 100% yield; for example, 0.34 means a 34% yield). (1) The reactants are [CH3:1][NH2:2].[Cl:3][C:4]1[CH:28]=[C:27]([Cl:29])C=C[C:5]=1O[C@@H](CCC)[C@@H](O)COS(C1C=CC(C)=CC=1)(=O)=O.[C:30]([C@@H:33]([C@H:35]([C:37]([O-:39])=[O:38])[OH:36])[OH:34])([O-:32])=[O:31].[O:40]1[CH2:45][CH2:44][O:43][CH2:42][CH2:41]1. No catalyst specified. The product is [C:30]([CH:33]([CH:35]([C:37]([OH:39])=[O:38])[OH:36])[OH:34])([OH:32])=[O:31].[Cl:29][C:27]1[CH:28]=[C:4]([Cl:3])[CH:5]=[CH:41][C:42]=1[O:43][CH:44]([NH:2][CH3:1])[CH:45]([OH:40])[CH2:30][CH2:33][CH2:35][CH3:37]. The yield is 0.640. (2) The reactants are Cl[C:2]1[CH:7]=[CH:6][C:5]([C:8]2[CH:17]=[N:16][C:15]3[NH:14][CH2:13][CH2:12][O:11][C:10]=3[CH:9]=2)=[C:4]([F:18])[CH:3]=1.[CH3:19][C:20]1([CH3:36])[C:24]([CH3:26])([CH3:25])[O:23]B(B2[O:23][C:24]([CH3:26])([CH3:25])[C:20]([CH3:36])([CH3:19])[O:21]2)[O:21]1.[CH3:37][C:37]1(C)[C:37](C)(C)OB(B2[O:23][C:24]([CH3:26])([CH3:25])[C:20]([CH3:36])([CH3:19])[O:21]2)O1.CC([O-])=O.[K+]. The catalyst is CC(C1C=C(C(C)C)C(C2C=CC=C(P(C3CCCCC3)C3CCCCC3)C=2)=C(C(C)C)C=1)C.C1C=[C-]C(C2C(N)=CC=CC=2)=CC=1.Cl[Pd+]. The product is [F:18][C:4]1[CH:3]=[C:2]([CH:37]2[O:21][C:20]([CH3:36])([CH3:19])[C:24]([CH3:26])([CH3:25])[O:23]2)[CH:7]=[CH:6][C:5]=1[C:8]1[CH:17]=[N:16][C:15]2[NH:14][CH2:13][CH2:12][O:11][C:10]=2[CH:9]=1. The yield is 0.710. (3) The reactants are [CH2:1]([NH:4][C:5]1[N:6]([C:23]2[CH:24]=[C:25]([CH:30]=[CH:31][C:32]=2[CH3:33])[C:26]([O:28]C)=[O:27])[C:7](=[O:22])[C:8]([Cl:21])=[C:9]([O:11][CH2:12][C:13]2[CH:18]=[CH:17][C:16]([F:19])=[CH:15][C:14]=2[F:20])[N:10]=1)[CH:2]=[CH2:3].[OH-].[Na+].C(O)(=O)CC(CC(O)=O)(C(O)=O)O. The catalyst is O1CCOCC1. The product is [CH2:1]([NH:4][C:5]1[N:6]([C:23]2[CH:24]=[C:25]([CH:30]=[CH:31][C:32]=2[CH3:33])[C:26]([OH:28])=[O:27])[C:7](=[O:22])[C:8]([Cl:21])=[C:9]([O:11][CH2:12][C:13]2[CH:18]=[CH:17][C:16]([F:19])=[CH:15][C:14]=2[F:20])[N:10]=1)[CH:2]=[CH2:3]. The yield is 0.840. (4) The reactants are [CH2:1]([OH:4])[C:2]#[CH:3].[CH2:5]([O:12][C:13](=[O:21])[N:14]([CH2:18][C:19]#[CH:20])[CH2:15][C:16]#[CH:17])[C:6]1[CH:11]=[CH:10][CH:9]=[CH:8][CH:7]=1.C(Cl)Cl. The catalyst is C1(C)C=CC=CC=1. The product is [CH2:5]([O:12][C:13]([N:14]1[CH2:18][C:19]2[C:16](=[CH:17][CH:3]=[C:2]([CH2:1][OH:4])[CH:20]=2)[CH2:15]1)=[O:21])[C:6]1[CH:11]=[CH:10][CH:9]=[CH:8][CH:7]=1. The yield is 1.13. (5) The reactants are C([Si]1(OC(C)=C)O[C@@H:7]([C:9]([O:12]C)([CH3:11])[CH3:10])[C@H:6]([C:14](C)(OC)C)O1)C=C.[CH:23](=[O:30])[C:24]1[CH:29]=[CH:28][CH:27]=[CH:26][CH:25]=1.Cl.C(OCC)(=O)C. The catalyst is C1C=CC=CC=1. The product is [CH3:10][C@:9]([OH:12])([CH2:7][CH:6]=[CH2:14])[CH2:11][C@@H:23]([C:24]1[CH:29]=[CH:28][CH:27]=[CH:26][CH:25]=1)[OH:30]. The yield is 0.700.